From a dataset of Forward reaction prediction with 1.9M reactions from USPTO patents (1976-2016). Predict the product of the given reaction. (1) Given the reactants CS(O[CH2:6][CH2:7][N:8]1[C:16]2[N:15]=[C:14]([NH2:17])[N:13]3[N:18]=[C:19]([C:21]4[O:22][CH:23]=[CH:24][CH:25]=4)[N:20]=[C:12]3[C:11]=2[CH:10]=[CH:9]1)(=O)=O.Cl.Cl.[F:28][C:29]1[CH:41]=[C:40]([F:42])[CH:39]=[CH:38][C:30]=1[CH2:31][N:32]1[CH2:37][CH2:36][NH:35][CH2:34][CH2:33]1.CCN(C(C)C)C(C)C, predict the reaction product. The product is: [F:28][C:29]1[CH:41]=[C:40]([F:42])[CH:39]=[CH:38][C:30]=1[CH2:31][N:32]1[CH2:33][CH2:34][N:35]([CH2:6][CH2:7][N:8]2[C:16]3[N:15]=[C:14]([NH2:17])[N:13]4[N:18]=[C:19]([C:21]5[O:22][CH:23]=[CH:24][CH:25]=5)[N:20]=[C:12]4[C:11]=3[CH:10]=[CH:9]2)[CH2:36][CH2:37]1. (2) Given the reactants [NH2:1][C:2]1[C:3]([C:22]([NH:24][CH3:25])=[O:23])=[N:4][C:5]([C:8]2[CH:13]=[CH:12][CH:11]=[C:10]([C:14]([NH:16][C@@H:17]3[CH2:21][CH2:20][NH:19][CH2:18]3)=[O:15])[CH:9]=2)=[CH:6][N:7]=1.C([O-])([O-])=O.[K+].[K+].[Cl:32][C:33]1[CH:40]=[CH:39][C:36]([CH2:37]Br)=[CH:35][CH:34]=1, predict the reaction product. The product is: [Cl:32][C:33]1[CH:40]=[CH:39][C:36]([CH2:37][NH:1][C:2]2[C:3]([C:22]([NH:24][CH3:25])=[O:23])=[N:4][C:5]([C:8]3[CH:13]=[CH:12][CH:11]=[C:10]([C:14]([NH:16][C@@H:17]4[CH2:21][CH2:20][N:19]([CH2:37][C:36]5[CH:39]=[CH:40][C:33]([Cl:32])=[CH:34][CH:35]=5)[CH2:18]4)=[O:15])[CH:9]=3)=[CH:6][N:7]=2)=[CH:35][CH:34]=1. (3) Given the reactants [CH:1]([C:4]1[CH:9]=[CH:8][C:7]([NH:10][C:11]([CH:13]2[C:22]3[C:17](=[CH:18][CH:19]=[CH:20][CH:21]=3)[CH2:16][CH2:15][CH2:14]2)=[O:12])=[CH:6][CH:5]=1)([CH3:3])[CH3:2].[CH2:23](Br)[CH2:24][CH2:25][CH3:26].[H-].[Na+], predict the reaction product. The product is: [CH2:23]([N:10]([C:7]1[CH:8]=[CH:9][C:4]([CH:1]([CH3:3])[CH3:2])=[CH:5][CH:6]=1)[C:11]([CH:13]1[C:22]2[C:17](=[CH:18][CH:19]=[CH:20][CH:21]=2)[CH2:16][CH2:15][CH2:14]1)=[O:12])[CH2:24][CH2:25][CH3:26]. (4) Given the reactants CCCC[N+](CCCC)(CCCC)CCCC.[F-].[C:19]([C@H:22]1[O:30][C@H:29]2[C@H:25]([N:26]=[C:27]([N:31]([CH2:39][CH:40]=[CH2:41])[C:32](=[O:38])[O:33][C:34]([CH3:37])([CH3:36])[CH3:35])[S:28]2)[C@@H:24]([O:42][CH2:43][C:44]2[CH:49]=[CH:48][CH:47]=[CH:46][CH:45]=2)[C@@H:23]1[O:50][CH2:51][C:52]1[CH:57]=[CH:56][CH:55]=[CH:54][CH:53]=1)(=[O:21])[CH3:20].[C:58]([Si](C)(C)C)([F:61])([F:60])[F:59], predict the reaction product. The product is: [CH2:51]([O:50][C@@H:23]1[C@@H:22]([C:19]([OH:21])([CH3:20])[C:58]([F:61])([F:60])[F:59])[O:30][C@H:29]2[C@H:25]([N:26]=[C:27]([N:31]([CH2:39][CH:40]=[CH2:41])[C:32](=[O:38])[O:33][C:34]([CH3:37])([CH3:36])[CH3:35])[S:28]2)[C@H:24]1[O:42][CH2:43][C:44]1[CH:45]=[CH:46][CH:47]=[CH:48][CH:49]=1)[C:52]1[CH:57]=[CH:56][CH:55]=[CH:54][CH:53]=1. (5) Given the reactants C(OC([N:6]1[CH2:11][CH2:10][C:9](=[C:12]2[C:18]3=[N:19][CH:20]=[CH:21][CH:22]=[C:17]3[CH2:16][CH2:15][C:14]3[CH:23]=[C:24]([Cl:27])[CH:25]=[CH:26][C:13]2=3)[CH2:8][CH2:7]1)=O)C.[OH-].[K+], predict the reaction product. The product is: [Cl:27][C:24]1[CH:25]=[CH:26][C:13]2[C:12](=[C:9]3[CH2:8][CH2:7][NH:6][CH2:11][CH2:10]3)[C:18]3=[N:19][CH:20]=[CH:21][CH:22]=[C:17]3[CH2:16][CH2:15][C:14]=2[CH:23]=1. (6) Given the reactants [OH-].[Na+].[CH2:3]([O:6][C:7]([N:9]1[C:15]2[CH:16]=[C:17]([O:22][CH2:23][CH2:24][CH2:25][C:26]([O:28]C)=[O:27])[C:18]([O:20][CH3:21])=[CH:19][C:14]=2[CH2:13][N:12]2[CH2:30][CH2:31][CH2:32][C@H:11]2[C@@H:10]1[O:33][CH:34]1[CH2:39][CH2:38][CH2:37][CH2:36][O:35]1)=[O:8])[CH:4]=[CH2:5], predict the reaction product. The product is: [CH2:3]([O:6][C:7]([N:9]1[C:15]2[CH:16]=[C:17]([O:22][CH2:23][CH2:24][CH2:25][C:26]([OH:28])=[O:27])[C:18]([O:20][CH3:21])=[CH:19][C:14]=2[CH2:13][N:12]2[CH2:30][CH2:31][CH2:32][C@H:11]2[C@@H:10]1[O:33][CH:34]1[CH2:39][CH2:38][CH2:37][CH2:36][O:35]1)=[O:8])[CH:4]=[CH2:5]. (7) Given the reactants [Cl:1][C:2]1[CH:27]=[CH:26][C:5]([CH2:6][N:7]2[C:15]3[C:10](=[CH:11][C:12]([CH:16]=[C:17]4[S:21][C:20](SCC)=[N:19][C:18]4=[O:25])=[CH:13][CH:14]=3)[CH:9]=[N:8]2)=[C:4]([C:28]([F:31])([F:30])[F:29])[CH:3]=1.[CH3:32][N:33]1[CH:38]2[CH2:39][CH2:40][CH:34]1[CH2:35][NH:36][CH2:37]2, predict the reaction product. The product is: [Cl:1][C:2]1[CH:27]=[CH:26][C:5]([CH2:6][N:7]2[C:15]3[C:10](=[CH:11][C:12]([CH:16]=[C:17]4[S:21][C:20]([N:36]5[CH2:37][CH:38]6[N:33]([CH3:32])[CH:34]([CH2:40][CH2:39]6)[CH2:35]5)=[N:19][C:18]4=[O:25])=[CH:13][CH:14]=3)[CH:9]=[N:8]2)=[C:4]([C:28]([F:29])([F:30])[F:31])[CH:3]=1.